Dataset: Catalyst prediction with 721,799 reactions and 888 catalyst types from USPTO. Task: Predict which catalyst facilitates the given reaction. (1) Reactant: [CH2:1]([N:4]1[C:12]2[C:11](=[O:13])[NH:10][C:9]([NH2:14])=[N:8][C:7]=2[N:6]([C@H:15]2[C@H:19]([OH:20])[C@H:18]([OH:21])[C@@H:17]([CH2:22][OH:23])[O:16]2)[C:5]1=[O:24])[CH:2]=[CH2:3].CO[C:27](OC)([CH3:29])[CH3:28].C12(CS(O)(=O)=O)C(C)(C)C(CC1)CC2=O. Product: [CH2:1]([N:4]1[C:12]2[C:11](=[O:13])[NH:10][C:9]([NH2:14])=[N:8][C:7]=2[N:6]([C@H:15]2[C@H:19]3[C@H:18]([O:21][C:27]([CH3:29])([CH3:28])[O:20]3)[C@@H:17]([CH2:22][OH:23])[O:16]2)[C:5]1=[O:24])[CH:2]=[CH2:3]. The catalyst class is: 21. (2) Reactant: Br[CH2:2]/[CH:3]=[CH:4]/[C:5]([NH:7][C:8]1[CH:9]=[C:10]2[C:15](=[CH:16][C:17]=1[O:18][CH3:19])[N:14]=[CH:13][N:12]=[C:11]2[NH:20][C:21]1[CH:26]=[CH:25][C:24]([F:27])=[C:23]([Cl:28])[CH:22]=1)=[O:6].[CH2:29]1[C:32]2([CH2:35][CH2:34][CH2:33]2)[CH2:31][NH:30]1.C(=O)([O-])[O-].[K+].[K+].O. Product: [ClH:28].[Cl:28][C:23]1[CH:22]=[C:21]([NH:20][C:11]2[C:10]3[C:15](=[CH:16][C:17]([O:18][CH3:19])=[C:8]([NH:7][C:5](=[O:6])/[CH:4]=[CH:3]/[CH2:2][N:30]4[CH2:31][C:32]5([CH2:35][CH2:34][CH2:33]5)[CH2:29]4)[CH:9]=3)[N:14]=[CH:13][N:12]=2)[CH:26]=[CH:25][C:24]=1[F:27]. The catalyst class is: 10. (3) Reactant: [Cl:1][C:2]1[N:7]=[C:6]([NH:8][C:9]2[CH:14]=[CH:13][C:12]([F:15])=[C:11]([Cl:16])[CH:10]=2)[N:5]=[CH:4][N:3]=1.[CH3:17]I.[H-].[Na+]. Product: [CH3:17][N:3]1[CH:4]=[N:5][C:6]([NH:8][C:9]2[CH:14]=[CH:13][C:12]([F:15])=[C:11]([Cl:16])[CH:10]=2)=[N:7][CH:2]1[Cl:1]. The catalyst class is: 3. (4) Reactant: [CH:1](NC(C)C)([CH3:3])[CH3:2].[Li].C([Li])CCC.[CH3:14][C:15]1[CH:20]=[N:19][CH:18]=[CH:17][N:16]=1.C(Br)C=C.[Cl-].[NH4+]. Product: [N:16]1[CH:17]=[CH:18][N:19]=[CH:20][C:15]=1[CH2:14][CH2:3][CH:1]=[CH2:2]. The catalyst class is: 30. (5) Reactant: [NH2:1][C:2]1[C:10]2[C:5](=[N:6][CH:7]=[CH:8][N:9]=2)[S:4][C:3]=1[C:11]([NH:13][C:14]1[CH:15]=[C:16]([CH:20]=[CH:21][C:22]=1[CH3:23])[C:17]([OH:19])=O)=[O:12].[NH2:24][C:25]1[CH:26]=[C:27]([C:31]([F:34])([F:33])[F:32])[CH:28]=[CH:29][CH:30]=1.CN(C(ON1N=NC2C=CC=CC1=2)=[N+](C)C)C.[B-](F)(F)(F)F.CCN(C(C)C)C(C)C.C(O)(=O)CC(CC(O)=O)(C(O)=O)O. Product: [NH2:1][C:2]1[C:10]2[C:5](=[N:6][CH:7]=[CH:8][N:9]=2)[S:4][C:3]=1[C:11]([NH:13][C:14]1[CH:15]=[C:16]([C:17](=[O:19])[NH:24][C:25]2[CH:30]=[CH:29][CH:28]=[C:27]([C:31]([F:32])([F:33])[F:34])[CH:26]=2)[CH:20]=[CH:21][C:22]=1[CH3:23])=[O:12]. The catalyst class is: 37.